This data is from TCR-epitope binding with 47,182 pairs between 192 epitopes and 23,139 TCRs. The task is: Binary Classification. Given a T-cell receptor sequence (or CDR3 region) and an epitope sequence, predict whether binding occurs between them. The epitope is LLMPILTLT. The TCR CDR3 sequence is CASSLGAGRTEAFF. Result: 0 (the TCR does not bind to the epitope).